Dataset: Full USPTO retrosynthesis dataset with 1.9M reactions from patents (1976-2016). Task: Predict the reactants needed to synthesize the given product. (1) Given the product [NH4+:1].[OH-:26].[Cl:20][C:13]1[CH:12]=[C:11]2[C:16]([C:17]([C:18]#[N:19])=[C:9]([C:5]3[CH:4]=[C:3]([CH2:2][NH:1][S:25]([CH:22]([CH3:24])[CH3:23])(=[O:27])=[O:26])[CH:8]=[N:7][CH:6]=3)[N:10]2[CH3:21])=[CH:15][CH:14]=1, predict the reactants needed to synthesize it. The reactants are: [NH2:1][CH2:2][C:3]1[CH:4]=[C:5]([C:9]2[N:10]([CH3:21])[C:11]3[C:16]([C:17]=2[C:18]#[N:19])=[CH:15][CH:14]=[C:13]([Cl:20])[CH:12]=3)[CH:6]=[N:7][CH:8]=1.[CH:22]([S:25](Cl)(=[O:27])=[O:26])([CH3:24])[CH3:23].C(N(CC)CC)C. (2) Given the product [CH3:1][NH:2][CH2:3][CH2:4][CH:5]([O:12][C:13]1[CH:18]=[CH:17][C:16]([C:19]([F:20])([F:22])[F:21])=[CH:15][CH:14]=1)[C:6]1[CH:7]=[CH:8][CH:9]=[CH:10][CH:11]=1.[ClH:28], predict the reactants needed to synthesize it. The reactants are: [CH3:1][NH:2][CH2:3][CH2:4][CH:5]([O:12][C:13]1[CH:14]=[CH:15][C:16]([C:19]([F:22])([F:21])[F:20])=[CH:17][CH:18]=1)[C:6]1[CH:7]=[CH:8][CH:9]=[CH:10][CH:11]=1.C(OCC)C.[ClH:28].C(OCC)(=O)C. (3) Given the product [Br:11][CH2:12][CH2:13][C:14]([N:2]1[CH2:3][CH2:4][C:5]2[C:10](=[CH:9][CH:8]=[CH:7][CH:6]=2)[CH2:1]1)=[O:15], predict the reactants needed to synthesize it. The reactants are: [CH2:1]1[C:10]2[C:5](=[CH:6][CH:7]=[CH:8][CH:9]=2)[CH2:4][CH2:3][NH:2]1.[Br:11][CH2:12][CH2:13][C:14](Cl)=[O:15]. (4) Given the product [OH:18][CH2:17][CH2:16][CH2:15][N:1]1[C:10]2[C:5](=[CH:6][CH:7]=[CH:8][CH:9]=2)[CH2:4][CH2:3][C:2]1=[O:11], predict the reactants needed to synthesize it. The reactants are: [NH:1]1[C:10]2[C:5](=[CH:6][CH:7]=[CH:8][CH:9]=2)[CH2:4][CH2:3][C:2]1=[O:11].[H-].[Na+].Br[CH2:15][CH2:16][CH2:17][O:18][CH:17]1[CH2:16][CH2:15]CC[O:18]1. (5) Given the product [C:7]1([CH2:6][CH:2]([NH:28][CH2:27][C:21]2[S:22][CH:23]=[C:19]([C:13]3[CH:14]=[CH:15][CH:16]=[CH:17][CH:18]=3)[N:20]=2)[C:3]([OH:5])=[O:4])[CH:12]=[CH:11][CH:10]=[CH:9][CH:8]=1, predict the reactants needed to synthesize it. The reactants are: O=[C:2]([CH2:6][C:7]1[CH:12]=[CH:11][CH:10]=[CH:9][CH:8]=1)[C:3]([OH:5])=[O:4].[C:13]1([C:19]2[N:20]=[C:21](NC)[S:22][CH:23]=2)[CH:18]=[CH:17][CH:16]=[CH:15][CH:14]=1.[BH3-][C:27]#[N:28].[Na+]. (6) Given the product [F:23][C:20]1[CH:21]=[CH:22][C:17]([CH2:16][O:1][C:2]2[CH:10]=[CH:9][C:8]([C:11]([F:12])([F:13])[F:14])=[CH:7][C:3]=2[C:4]([O:6][CH2:16][C:17]2[CH:22]=[CH:21][C:20]([F:23])=[CH:19][CH:18]=2)=[O:5])=[CH:18][CH:19]=1, predict the reactants needed to synthesize it. The reactants are: [OH:1][C:2]1[CH:10]=[CH:9][C:8]([C:11]([F:14])([F:13])[F:12])=[CH:7][C:3]=1[C:4]([OH:6])=[O:5].Br[CH2:16][C:17]1[CH:22]=[CH:21][C:20]([F:23])=[CH:19][CH:18]=1.C(=O)([O-])[O-].[K+].[K+]. (7) The reactants are: Cl[C:2]1[C:7]([CH3:8])=[CH:6][N+:5]([O-:9])=[C:4]([CH3:10])[C:3]=1[CH3:11].[CH2:12]1[C:15]2([O:20][CH2:19][CH:18]([CH2:21][OH:22])[CH2:17][O:16]2)[CH2:14][CH2:13]1.[OH-].[K+]. Given the product [CH2:12]1[C:15]2([O:20][CH2:19][CH:18]([CH2:21][O:22][C:2]3[C:7]([CH3:8])=[CH:6][N+:5]([O-:9])=[C:4]([CH3:10])[C:3]=3[CH3:11])[CH2:17][O:16]2)[CH2:14][CH2:13]1, predict the reactants needed to synthesize it.